From a dataset of Reaction yield outcomes from USPTO patents with 853,638 reactions. Predict the reaction yield, written as a fraction of the theoretical maximum amount of product (1.0 means a 100% yield; for example, 0.34 means a 34% yield). (1) The catalyst is C(O)C.ClCCl. The reactants are C([O:4][C:5]1[C:10]2[CH:11]=[C:12]([CH3:14])[O:13][C:9]=2[CH:8]=[C:7]([C:15]([O:17][CH2:18][CH3:19])=[O:16])[CH:6]=1)(=O)C.C(=O)([O-])[O-].[K+].[K+]. The yield is 0.900. The product is [OH:4][C:5]1[C:10]2[CH:11]=[C:12]([CH3:14])[O:13][C:9]=2[CH:8]=[C:7]([C:15]([O:17][CH2:18][CH3:19])=[O:16])[CH:6]=1. (2) The reactants are [C:1]([Mg]Br)#[CH:2].[CH3:5][N:6]1[CH2:11][CH2:10][CH2:9][C:8](=[O:12])[C:7]1=[O:13]. The catalyst is O1CCCC1. The product is [C:1]([C:8]1([OH:12])[CH2:9][CH2:10][CH2:11][N:6]([CH3:5])[C:7]1=[O:13])#[CH:2]. The yield is 0.300. (3) The reactants are [OH:1][C@@H:2]1[CH2:6][C@H:5]([OH:7])[C@H:4]([CH2:8]/[CH:9]=[CH:10]\[CH2:11][CH2:12][CH2:13][C:14](O)=[O:15])[C@H:3]1[CH:17]=[CH:18][C@H:19]([OH:28])[CH2:20][CH2:21][C:22]1[CH:27]=[CH:26][CH:25]=[CH:24][CH:23]=1.C(N(CC)CC)C.C(Cl)(=O)C(C)(C)C.[CH2:43]([NH2:45])[CH3:44]. The catalyst is C(Cl)Cl. The product is [CH3:44][CH2:43][NH:45][C:14]([CH2:13][CH2:12][CH2:11]/[CH:10]=[CH:9]\[CH2:8][C@@H:4]1[C@@H:3](/[CH:17]=[CH:18]/[C@@H:19]([OH:28])[CH2:20][CH2:21][C:22]2[CH:27]=[CH:26][CH:25]=[CH:24][CH:23]=2)[C@H:2]([OH:1])[CH2:6][C@@H:5]1[OH:7])=[O:15]. The yield is 0.950. (4) The reactants are [CH3:1][O:2][C:3](=[O:20])[C@@H:4]1[CH2:8][C:7](=[CH2:9])[CH2:6][N:5]1C(OCC1C=CC=CC=1)=O. The catalyst is [Pd].CO. The product is [CH3:1][O:2][C:3](=[O:20])[C@@H:4]1[CH2:8][CH:7]([CH3:9])[CH2:6][NH:5]1. The yield is 1.00.